This data is from Blood-brain barrier permeability classification from the B3DB database. The task is: Regression/Classification. Given a drug SMILES string, predict its absorption, distribution, metabolism, or excretion properties. Task type varies by dataset: regression for continuous measurements (e.g., permeability, clearance, half-life) or binary classification for categorical outcomes (e.g., BBB penetration, CYP inhibition). Dataset: b3db_classification. The compound is ClCC1CO1.NCCNCCNCCNCCN. The result is 0 (does not penetrate BBB).